Dataset: Reaction yield outcomes from USPTO patents with 853,638 reactions. Task: Predict the reaction yield, written as a fraction of the theoretical maximum amount of product (1.0 means a 100% yield; for example, 0.34 means a 34% yield). The reactants are [CH3:1][O:2][C:3]1[CH:12]=[CH:11][C:10]([NH:13][S:14]([C:17]2[CH:22]=[CH:21][C:20]([C:23]([F:26])([F:25])[F:24])=[CH:19][C:18]=2[N+:27]([O-])=O)(=[O:16])=[O:15])=[C:9]2[C:4]=1[CH:5]=[CH:6][CH:7]=[N:8]2.Cl[Sn]Cl. The catalyst is Cl.CCO. The product is [NH2:27][C:18]1[CH:19]=[C:20]([C:23]([F:25])([F:24])[F:26])[CH:21]=[CH:22][C:17]=1[S:14]([NH:13][C:10]1[CH:11]=[CH:12][C:3]([O:2][CH3:1])=[C:4]2[C:9]=1[N:8]=[CH:7][CH:6]=[CH:5]2)(=[O:15])=[O:16]. The yield is 0.920.